Dataset: Full USPTO retrosynthesis dataset with 1.9M reactions from patents (1976-2016). Task: Predict the reactants needed to synthesize the given product. (1) Given the product [CH3:38][C:35]1([CH3:39])[O:34][C:33]2[CH:40]=[CH:41][C:30]([C@H:28]3[O:27][C:26](=[O:42])[N:25]([CH2:24][CH2:23][CH2:22][CH2:21][CH2:20][CH2:19][O:18][CH2:17][CH2:16][O:15][CH2:14][C:10]4[CH:9]=[C:8]([NH:7][C:5](=[O:6])[C:4]5[CH:43]=[CH:44][CH:45]=[C:2]([NH:1][S:52]([C:46]6[CH:51]=[CH:50][CH:49]=[CH:48][CH:47]=6)(=[O:54])=[O:53])[CH:3]=5)[CH:13]=[CH:12][CH:11]=4)[CH2:29]3)=[CH:31][C:32]=2[CH2:37][O:36]1, predict the reactants needed to synthesize it. The reactants are: [NH2:1][C:2]1[CH:3]=[C:4]([CH:43]=[CH:44][CH:45]=1)[C:5]([NH:7][C:8]1[CH:13]=[CH:12][CH:11]=[C:10]([CH2:14][O:15][CH2:16][CH2:17][O:18][CH2:19][CH2:20][CH2:21][CH2:22][CH2:23][CH2:24][N:25]2[CH2:29][C@@H:28]([C:30]3[CH:41]=[CH:40][C:33]4[O:34][C:35]([CH3:39])([CH3:38])[O:36][CH2:37][C:32]=4[CH:31]=3)[O:27][C:26]2=[O:42])[CH:9]=1)=[O:6].[C:46]1([S:52](Cl)(=[O:54])=[O:53])[CH:51]=[CH:50][CH:49]=[CH:48][CH:47]=1.C(=O)(O)[O-].[Na+]. (2) Given the product [OH:13][C:14]1[C:15]([C:16]#[N:17])=[C:9]([C:7]2[CH:6]=[N:5][CH:4]=[C:3]([O:2][CH3:1])[CH:8]=2)[N:25]=[CH:23][N:24]=1, predict the reactants needed to synthesize it. The reactants are: [CH3:1][O:2][C:3]1[CH:4]=[N:5][CH:6]=[C:7]([CH:9]=O)[CH:8]=1.C([O:13][C:14](=O)[CH2:15][C:16]#[N:17])C.C(O)(=O)C.[CH:23]([NH2:25])=[NH:24].C(=O)([O-])[O-].[K+].[K+]. (3) Given the product [N:1]1([CH:6]2[CH2:11][CH2:10][N:9]([S:27]([C:16]3[C:17]([CH:24]([CH3:25])[CH3:26])=[CH:18][C:19]([CH:21]([CH3:23])[CH3:22])=[CH:20][C:15]=3[CH:12]([CH3:14])[CH3:13])(=[O:29])=[O:28])[CH2:8][CH2:7]2)[CH2:5][CH2:4][CH2:3][CH2:2]1, predict the reactants needed to synthesize it. The reactants are: [N:1]1([CH:6]2[CH2:11][CH2:10][NH:9][CH2:8][CH2:7]2)[CH2:5][CH2:4][CH2:3][CH2:2]1.[CH:12]([C:15]1[CH:20]=[C:19]([CH:21]([CH3:23])[CH3:22])[CH:18]=[C:17]([CH:24]([CH3:26])[CH3:25])[C:16]=1[S:27](Cl)(=[O:29])=[O:28])([CH3:14])[CH3:13]. (4) Given the product [F:1][C:2]1[CH:3]=[C:4]([C:14]2[N:18]([C:19]3[CH:20]=[N:21][CH:22]=[CH:23][CH:24]=3)[N:17]=[C:16]([C:25]([N:27]3[CH2:31][CH2:30][S:29](=[O:52])[CH2:28]3)=[O:26])[CH:15]=2)[CH:5]=[C:6]([O:8][CH2:9][C:10]([F:12])([F:11])[F:13])[CH:7]=1, predict the reactants needed to synthesize it. The reactants are: [F:1][C:2]1[CH:3]=[C:4]([C:14]2[N:18]([C:19]3[CH:20]=[N:21][CH:22]=[CH:23][CH:24]=3)[N:17]=[C:16]([C:25]([N:27]3[CH2:31][CH2:30][S:29][CH2:28]3)=[O:26])[CH:15]=2)[CH:5]=[C:6]([O:8][CH2:9][C:10]([F:13])([F:12])[F:11])[CH:7]=1.ClC1C=C(C2N(C3C=NC=CC=3)N=C(C(N3CCS(=O)C3)=[O:52])C=2)C=C(F)C=1.ClC1C=CC=C(C(OO)=O)C=1. (5) Given the product [CH3:24][O:13][C:12]([C:11]1[C:10]2[CH:9]=[C:8]3[O:15][CH2:16][O:17][C:7]3=[CH:6][C:5]=2[N:4]=[C:3]([C:18]2[CH:23]=[CH:22][CH:21]=[CH:20][CH:19]=2)[C:2]=1[CH3:1])=[O:14], predict the reactants needed to synthesize it. The reactants are: [CH3:1][C:2]1[C:3]([C:18]2[CH:23]=[CH:22][CH:21]=[CH:20][CH:19]=2)=[N:4][C:5]2[CH:6]=[C:7]3[O:17][CH2:16][O:15][C:8]3=[CH:9][C:10]=2[C:11]=1[C:12]([OH:14])=[O:13].[C:24](Cl)(=O)C(Cl)=O.CN(C=O)C. (6) Given the product [C:2]([N:6]1[C:13]([NH2:14])=[CH:12][C:11]([C:15]2[CH:20]=[CH:19][CH:18]=[CH:17][CH:16]=2)=[N:7]1)([CH3:5])([CH3:4])[CH3:3], predict the reactants needed to synthesize it. The reactants are: Cl.[C:2]([NH:6][NH2:7])([CH3:5])([CH3:4])[CH3:3].[OH-].[Na+].O=[C:11]([C:15]1[CH:20]=[CH:19][CH:18]=[CH:17][CH:16]=1)[CH2:12][C:13]#[N:14].